The task is: Predict the reaction yield, written as a fraction of the theoretical maximum amount of product (1.0 means a 100% yield; for example, 0.34 means a 34% yield).. This data is from Reaction yield outcomes from USPTO patents with 853,638 reactions. (1) The reactants are [CH3:1][C:2]1[CH:7]=[CH:6][C:5]([S:8]([NH:11][C:12]2[CH:13]=[CH:14][CH:15]=[C:16]3[C:20]=2[NH:19][C:18]([C:21]([O:23]CC)=[O:22])=[CH:17]3)(=[O:10])=[O:9])=[CH:4][CH:3]=1.CO.[OH-].[K+].C(O)(=O)CC(CC(O)=O)(C(O)=O)O. The catalyst is O1CCCC1. The product is [CH3:1][C:2]1[CH:7]=[CH:6][C:5]([S:8]([NH:11][C:12]2[CH:13]=[CH:14][CH:15]=[C:16]3[C:20]=2[NH:19][C:18]([C:21]([OH:23])=[O:22])=[CH:17]3)(=[O:9])=[O:10])=[CH:4][CH:3]=1. The yield is 0.950. (2) The reactants are [F:1][C:2]1[CH:14]=[C:13](F)[C:12]([F:16])=[CH:11][C:3]=1[C:4]([O:6][C:7]([CH3:10])([CH3:9])[CH3:8])=[O:5].C(=O)([O-])[O-].[K+].[K+].[Cl:23][C:24]1[CH:25]=[C:26]([OH:31])[CH:27]=[N:28][C:29]=1[F:30].O. The catalyst is CS(C)=O. The product is [Cl:23][C:24]1[CH:25]=[C:26]([O:31][C:13]2[C:12]([F:16])=[CH:11][C:3]([C:4]([O:6][C:7]([CH3:10])([CH3:9])[CH3:8])=[O:5])=[C:2]([F:1])[CH:14]=2)[CH:27]=[N:28][C:29]=1[F:30]. The yield is 0.540. (3) The catalyst is C1(C)C=CC=CC=1.O. The yield is 0.573. The product is [CH:15]([C:18]1[CH:25]=[CH:24][C:21]([CH2:22][O:1][C:2]2[CH:7]=[CH:6][C:5]([N+:8]([O-:10])=[O:9])=[CH:4][C:3]=2[C:11](=[O:14])[CH2:12][CH3:13])=[CH:20][CH:19]=1)([CH3:17])[CH3:16]. The reactants are [OH:1][C:2]1[CH:7]=[CH:6][C:5]([N+:8]([O-:10])=[O:9])=[CH:4][C:3]=1[C:11](=[O:14])[CH2:12][CH3:13].[CH:15]([C:18]1[CH:25]=[CH:24][C:21]([CH2:22]O)=[CH:20][CH:19]=1)([CH3:17])[CH3:16].C1CCN(C(/N=N/C(N2CCCCC2)=O)=O)CC1.C1(P(C2C=CC=CC=2)C2C=CC=CC=2)C=CC=CC=1.